Dataset: Forward reaction prediction with 1.9M reactions from USPTO patents (1976-2016). Task: Predict the product of the given reaction. (1) Given the reactants C[O:2][C:3]([C:5]1[N:6]=[C:7]([CH:11]([NH:14][C:15]([C:17]2[C:18]3[CH:25]=[N:24][N:23]([C:26]4[CH:31]=[CH:30][C:29]([F:32])=[CH:28][CH:27]=4)[C:19]=3[CH:20]=[N:21][CH:22]=2)=[O:16])[CH2:12][CH3:13])[O:8][C:9]=1[CH3:10])=O.[CH3:33][NH2:34].C(O)C, predict the reaction product. The product is: [CH3:10][C:9]1[O:8][C:7]([CH:11]([NH:14][C:15]([C:17]2[C:18]3[CH:25]=[N:24][N:23]([C:26]4[CH:27]=[CH:28][C:29]([F:32])=[CH:30][CH:31]=4)[C:19]=3[CH:20]=[N:21][CH:22]=2)=[O:16])[CH2:12][CH3:13])=[N:6][C:5]=1[C:3](=[O:2])[NH:34][CH3:33]. (2) The product is: [Br:11][C:9]1[CH:8]=[CH:7][C:3]([C:4]([OH:6])=[O:5])=[C:2]([N:1]2[C:16]([CH3:17])=[CH:15][CH:14]=[C:13]2[CH3:12])[CH:10]=1. Given the reactants [NH2:1][C:2]1[CH:10]=[C:9]([Br:11])[CH:8]=[CH:7][C:3]=1[C:4]([OH:6])=[O:5].[CH3:12][C:13](=O)[CH2:14][CH2:15][C:16](=O)[CH3:17], predict the reaction product.